This data is from Forward reaction prediction with 1.9M reactions from USPTO patents (1976-2016). The task is: Predict the product of the given reaction. (1) The product is: [O:1]1[CH2:5][CH2:4][CH:3]([O:6][CH:7]([C:9]2[CH:18]=[CH:17][C:12]([C:13]([OH:15])=[O:14])=[CH:11][CH:10]=2)[CH3:8])[CH2:2]1. Given the reactants [O:1]1[CH2:5][CH2:4][CH:3]([O:6][CH:7]([C:9]2[CH:18]=[CH:17][C:12]([C:13]([O:15]C)=[O:14])=[CH:11][CH:10]=2)[CH3:8])[CH2:2]1.O.[OH-].[Li+].Cl, predict the reaction product. (2) The product is: [NH2:1][C:2]1[CH:9]=[CH:8][CH:7]=[C:6]([CH:11]2[CH2:13][CH2:12]2)[C:3]=1[C:4]#[N:5]. Given the reactants [NH2:1][C:2]1[CH:9]=[CH:8][CH:7]=[C:6](Br)[C:3]=1[C:4]#[N:5].[CH:11]1(B(O)O)[CH2:13][CH2:12]1.[O-]P([O-])([O-])=O.[K+].[K+].[K+].C1(C)C=CC=CC=1, predict the reaction product. (3) The product is: [CH3:10][O:9][C:7]1[CH:6]=[CH:5][CH:4]=[C:3]([O:2][CH3:1])[C:8]=1[CH2:22][CH2:23][OH:24]. Given the reactants [CH3:1][O:2][C:3]1[CH:4]=[C:5](CC(O)=O)[CH:6]=[C:7]([O:9][CH3:10])[CH:8]=1.[H-].[H-].[H-].[H-].[Li+].[Al+3].Cl.[CH3:22][CH2:23][O:24]CC, predict the reaction product.